Predict the reactants needed to synthesize the given product. From a dataset of Full USPTO retrosynthesis dataset with 1.9M reactions from patents (1976-2016). Given the product [CH2:1]([O:4][C@H:5]1[O:13][C@H:12]([CH2:14][O:15][S:22]([C:19]2[CH:20]=[CH:21][C:16]([CH3:26])=[CH:17][CH:18]=2)(=[O:24])=[O:23])[C@@H:10]([OH:11])[C@H:8]([OH:9])[C@H:6]1[OH:7])[CH:2]=[CH2:3], predict the reactants needed to synthesize it. The reactants are: [CH2:1]([O:4][C@H:5]1[O:13][C@H:12]([CH2:14][OH:15])[C@@H:10]([OH:11])[C@H:8]([OH:9])[C@H:6]1[OH:7])[CH:2]=[CH2:3].[C:16]1([CH3:26])[CH:21]=[CH:20][C:19]([S:22](Cl)(=[O:24])=[O:23])=[CH:18][CH:17]=1.